From a dataset of Reaction yield outcomes from USPTO patents with 853,638 reactions. Predict the reaction yield, written as a fraction of the theoretical maximum amount of product (1.0 means a 100% yield; for example, 0.34 means a 34% yield). (1) The reactants are C(O[C:6](=O)[N:7]([C@@:9]12[CH2:14][CH:13]1[CH2:12][N:11]([C:15](=[O:34])[N:16]([C@H:18]([C:20]1[CH:25]=[C:24]([C:26]([F:29])([F:28])[F:27])[CH:23]=[C:22]([C:30]([F:33])([F:32])[F:31])[CH:21]=1)[CH3:19])[CH3:17])[C@H:10]2[C:35]1[CH:40]=[CH:39][CH:38]=[CH:37][CH:36]=1)C)(C)(C)C.FC(F)(F)C(O)=O. The catalyst is C(Cl)Cl. The product is [F:28][C:26]([F:27])([F:29])[C:24]1[CH:25]=[C:20]([C@@H:18]([N:16]([CH3:17])[C:15]([N:11]2[CH2:12][CH:13]3[C@@:9]([NH:7][CH3:6])([CH2:14]3)[C@@H:10]2[C:35]2[CH:36]=[CH:37][CH:38]=[CH:39][CH:40]=2)=[O:34])[CH3:19])[CH:21]=[C:22]([C:30]([F:31])([F:32])[F:33])[CH:23]=1. The yield is 1.00. (2) The reactants are [OH:1][C:2]1[CH:7]=[CH:6][C:5]([NH:8][C:9](=[O:11])[CH3:10])=[CH:4][C:3]=1[C:12]1[N:13]([CH3:17])[N:14]=[CH:15][CH:16]=1.C1(P(C2C=CC=CC=2)C2C=CC=CC=2)C=CC=CC=1.[CH3:37][N:38]([CH3:42])[CH2:39][CH2:40]O.N(C(OC(C)C)=O)=NC(OC(C)C)=O. The catalyst is C1COCC1. The product is [CH3:37][N:38]([CH3:42])[CH2:39][CH2:40][O:1][C:2]1[CH:7]=[CH:6][C:5]([NH:8][C:9](=[O:11])[CH3:10])=[CH:4][C:3]=1[C:12]1[N:13]([CH3:17])[N:14]=[CH:15][CH:16]=1. The yield is 0.512. (3) The reactants are [C:1]([O:4][C:5]1[C:6](=[CH:10][CH:11]=[CH:12][CH:13]=1)[C:7]([OH:9])=[O:8])(=[O:3])[CH3:2].OC1C2N=NNC=2C=CC=1.C1CCC(N=C=NC2CCCCC2)CC1.O[C:40]1[CH:48]=[CH:47][C:43]([C:44]([NH2:46])=[O:45])=[CH:42][CH:41]=1. The catalyst is CN(C)C=O.C(Cl)(Cl)Cl. The product is [C:1]([O:4][C:5]1[CH:13]=[CH:12][CH:11]=[CH:10][C:6]=1[C:7]([O:9][C:40]1[CH:48]=[CH:47][C:43]([C:44](=[O:45])[NH2:46])=[CH:42][CH:41]=1)=[O:8])(=[O:3])[CH3:2]. The yield is 0.470. (4) The reactants are [N+]([C:4]1[CH:11]=[CH:10][CH:9]=[C:8]([N+:12]([O-:14])=[O:13])[C:5]=1[C:6]#[N:7])([O-])=O.[C:15]1([OH:21])[CH:20]=[CH:19][CH:18]=[CH:17][CH:16]=1.C([O-])([O-])=O.[K+].[K+]. The catalyst is CN(C=O)C.CCOC(C)=O. The product is [N+:12]([C:8]1[CH:9]=[CH:10][CH:11]=[C:4]([O:21][C:15]2[CH:20]=[CH:19][CH:18]=[CH:17][CH:16]=2)[C:5]=1[C:6]#[N:7])([O-:14])=[O:13]. The yield is 0.770. (5) The reactants are [NH:1]1[C:5]2[CH:6]=[CH:7][CH:8]=[CH:9][C:4]=2[N:3]=[C:2]1[CH2:10][CH2:11][C:12]1[C:13]([O:30][CH3:31])=[C:14]2[C:18](=[C:19]([F:21])[CH:20]=1)[N:17]([CH2:22][CH3:23])[CH:16]=[C:15]2[CH2:24][C:25]([N:27]([CH3:29])[CH3:28])=O.[H-].[Al+3].[Li+].[H-].[H-].[H-]. The catalyst is C1COCC1. The product is [NH:1]1[C:5]2[CH:6]=[CH:7][CH:8]=[CH:9][C:4]=2[N:3]=[C:2]1[CH2:10][CH2:11][C:12]1[C:13]([O:30][CH3:31])=[C:14]2[C:18](=[C:19]([F:21])[CH:20]=1)[N:17]([CH2:22][CH3:23])[CH:16]=[C:15]2[CH2:24][CH2:25][N:27]([CH3:29])[CH3:28]. The yield is 0.230.